Binary Classification. Given a miRNA mature sequence and a target amino acid sequence, predict their likelihood of interaction. From a dataset of Experimentally validated miRNA-target interactions with 360,000+ pairs, plus equal number of negative samples. The miRNA is hsa-miR-3529-3p with sequence AACAACAAAAUCACUAGUCUUCCA. The protein sequence of the target gene is MAAGVDFGDLELFEAFDPPEESTPKPVHTRFKDDEEEEDDDDDENGVGDAELQEQLRRCEATIEQLRAENQELKRKLNILTRPSGILVSNTKIDGPLLQILFMNNAISKQYHQEIEEFVSNLVKRFEEQQKNDVEKTSFSLLPQPSSVMLEEDHKVEESCAVKNNKEAFSVVGSVLYFTNFCLDKLGQPLLNENPQLTEGWEIPKYQQVFSHIVPLEGQEMQVKAKRPKPHCFNCGSEEHQMKECPMPRNAARISEKRKEYMDACGEASGQSFQQRYHAEEVEERFGRFKPGVISEELQD.... Result: 0 (no interaction).